This data is from NCI-60 drug combinations with 297,098 pairs across 59 cell lines. The task is: Regression. Given two drug SMILES strings and cell line genomic features, predict the synergy score measuring deviation from expected non-interaction effect. (1) Drug 1: C1=CN(C=N1)CC(O)(P(=O)(O)O)P(=O)(O)O. Drug 2: CC(C)CN1C=NC2=C1C3=CC=CC=C3N=C2N. Cell line: OVCAR3. Synergy scores: CSS=-2.30, Synergy_ZIP=3.83, Synergy_Bliss=4.52, Synergy_Loewe=0.0954, Synergy_HSA=0.808. (2) Drug 1: C1CC(=O)NC(=O)C1N2C(=O)C3=CC=CC=C3C2=O. Drug 2: C(CN)CNCCSP(=O)(O)O. Cell line: SK-MEL-2. Synergy scores: CSS=7.76, Synergy_ZIP=-1.83, Synergy_Bliss=3.17, Synergy_Loewe=4.32, Synergy_HSA=1.27. (3) Drug 1: CNC(=O)C1=CC=CC=C1SC2=CC3=C(C=C2)C(=NN3)C=CC4=CC=CC=N4. Drug 2: C1CCC(C(C1)N)N.C(=O)(C(=O)[O-])[O-].[Pt+4]. Cell line: SNB-19. Synergy scores: CSS=21.7, Synergy_ZIP=-2.34, Synergy_Bliss=3.89, Synergy_Loewe=-1.05, Synergy_HSA=4.70.